This data is from Catalyst prediction with 721,799 reactions and 888 catalyst types from USPTO. The task is: Predict which catalyst facilitates the given reaction. (1) Reactant: [C:1]([CH:9]([OH:34])[C@H:10]1[O:14][C@@H:13]([N:15]2[C:31]3[N:30]=[CH:29][N:28]=[C:19]([NH:20][CH2:21][C:22]4[CH:27]=[CH:26][CH:25]=[CH:24][CH:23]=4)[C:18]=3[N:17]=[CH:16]2)[C@H:12]([OH:32])[C@@H:11]1[OH:33])(=[O:8])[C:2]1[CH:7]=[CH:6][CH:5]=[CH:4][CH:3]=1.CCCC[Sn](O[Sn](CCCC)(CCCC)CCCC)(CCCC)CCCC.[C:62]1([N:68]=[C:69]=[O:70])[CH:67]=[CH:66][CH:65]=[CH:64][CH:63]=1. Product: [C:1]([CH:9]([OH:34])[C@H:10]1[O:14][C@@H:13]([N:15]2[C:31]3[N:30]=[CH:29][N:28]=[C:19]([NH:20][CH2:21][C:22]4[CH:27]=[CH:26][CH:25]=[CH:24][CH:23]=4)[C:18]=3[N:17]=[CH:16]2)[C@H:12]([O:32][C:69](=[O:70])[NH:68][C:62]2[CH:67]=[CH:66][CH:65]=[CH:64][CH:63]=2)[C@@H:11]1[OH:33])(=[O:8])[C:2]1[CH:7]=[CH:6][CH:5]=[CH:4][CH:3]=1.[C:1]([CH:9]([OH:34])[C@H:10]1[O:14][C@@H:13]([N:15]2[C:31]3[N:30]=[CH:29][N:28]=[C:19]([NH:20][CH2:21][C:22]4[CH:27]=[CH:26][CH:25]=[CH:24][CH:23]=4)[C:18]=3[N:17]=[CH:16]2)[C@H:12]([OH:32])[C@@H:11]1[O:33][C:69](=[O:70])[NH:68][C:62]1[CH:67]=[CH:66][CH:65]=[CH:64][CH:63]=1)(=[O:8])[C:2]1[CH:7]=[CH:6][CH:5]=[CH:4][CH:3]=1. The catalyst class is: 588. (2) Reactant: [CH:1]([O:4][C:5]1[CH:14]=[CH:13][C:12]([N+:15]([O-:17])=[O:16])=[CH:11][C:6]=1[C:7]([O:9]C)=[O:8])([CH3:3])[CH3:2].[Li+].[OH-].Cl. Product: [CH:1]([O:4][C:5]1[CH:14]=[CH:13][C:12]([N+:15]([O-:17])=[O:16])=[CH:11][C:6]=1[C:7]([OH:9])=[O:8])([CH3:3])[CH3:2]. The catalyst class is: 20. (3) The catalyst class is: 2. Product: [NH3:4].[F:41][CH:2]([F:1])[C:3]1[N:7]([C:8]2[N:13]=[C:12]([N:14]3[CH2:15][CH2:16][O:17][CH2:18][CH2:19]3)[N:11]=[C:10]([N:20]3[CH2:25][CH2:24][CH:23]([N:26]([CH2:31][CH2:32][CH2:33][N:44]([CH3:45])[CH3:43])[S:27]([CH3:30])(=[O:28])=[O:29])[CH2:22][CH2:21]3)[N:9]=2)[C:6]2[CH:35]=[CH:36][CH:37]=[C:38]([O:39][CH3:40])[C:5]=2[N:4]=1. Reactant: [F:1][CH:2]([F:41])[C:3]1[N:7]([C:8]2[N:13]=[C:12]([N:14]3[CH2:19][CH2:18][O:17][CH2:16][CH2:15]3)[N:11]=[C:10]([N:20]3[CH2:25][CH2:24][CH:23]([N:26]([CH2:31][CH2:32][CH2:33]O)[S:27]([CH3:30])(=[O:29])=[O:28])[CH2:22][CH2:21]3)[N:9]=2)[C:6]2[CH:35]=[CH:36][CH:37]=[C:38]([O:39][CH3:40])[C:5]=2[N:4]=1.C[CH2:43][N:44](CC)[CH2:45]C.CS(Cl)(=O)=O.CNC. (4) Reactant: [CH2:1]([N:5]1[C:13]2[N:12]=[C:11]([CH2:14][C:15]3[CH:20]=[CH:19][C:18]([NH:21][C:22]([C:24]4[N:28]=[CH:27][N:26](C(C5C=CC=CC=5)(C5C=CC=CC=5)C5C=CC=CC=5)[N:25]=4)=[O:23])=[CH:17][CH:16]=3)[NH:10][C:9]=2[C:8](=[O:48])[N:7]([CH2:49][C:50]2[CH:55]=[CH:54][CH:53]=[CH:52][C:51]=2[F:56])[C:6]1=[O:57])[CH2:2][CH2:3][CH3:4].[F:58][C:59]([F:64])([F:63])[C:60]([OH:62])=[O:61].C([SiH](CC)CC)C. Product: [F:58][C:59]([F:64])([F:63])[C:60]([OH:62])=[O:61].[CH2:1]([N:5]1[C:13]2[N:12]=[C:11]([CH2:14][C:15]3[CH:16]=[CH:17][C:18]([NH:21][C:22]([C:24]4[N:28]=[CH:27][NH:26][N:25]=4)=[O:23])=[CH:19][CH:20]=3)[NH:10][C:9]=2[C:8](=[O:48])[N:7]([CH2:49][C:50]2[CH:55]=[CH:54][CH:53]=[CH:52][C:51]=2[F:56])[C:6]1=[O:57])[CH2:2][CH2:3][CH3:4]. The catalyst class is: 4. (5) Reactant: [CH2:1]([O:8][CH2:9][O:10][C:11]1[CH:16]=[CH:15][C:14]([Br:17])=[C:13]([F:18])[CH:12]=1)[C:2]1[CH:7]=[CH:6][CH:5]=[CH:4][CH:3]=1.C([N-]C(C)C)(C)C.[Li+].CN(C)[CH:29]=[O:30]. Product: [CH2:1]([O:8][CH2:9][O:10][C:11]1[C:12]([CH:29]=[O:30])=[C:13]([F:18])[C:14]([Br:17])=[CH:15][CH:16]=1)[C:2]1[CH:3]=[CH:4][CH:5]=[CH:6][CH:7]=1. The catalyst class is: 7. (6) Reactant: C([O:4][CH2:5][CH2:6][CH:7]([C:12]1[CH:17]=[CH:16][CH:15]=[CH:14][N:13]=1)[O:8]C(=O)C)(=O)C.C(=O)([O-])[O-].[K+].[K+]. Product: [N:13]1[CH:14]=[CH:15][CH:16]=[CH:17][C:12]=1[CH:7]([OH:8])[CH2:6][CH2:5][OH:4]. The catalyst class is: 24. (7) Reactant: [CH3:1][Si:2]([CH3:27])([CH3:26])[C:3]1[CH:8]=[CH:7][C:6]([C@@H:9]2[CH2:14][CH2:13][O:12][CH2:11][C@H:10]2[NH:15]C(=O)OCC2C=CC=CC=2)=[CH:5][CH:4]=1.C(O)C. Product: [CH3:1][Si:2]([CH3:27])([CH3:26])[C:3]1[CH:4]=[CH:5][C:6]([C@@H:9]2[CH2:14][CH2:13][O:12][CH2:11][C@H:10]2[NH2:15])=[CH:7][CH:8]=1. The catalyst class is: 331.